From a dataset of Peptide-MHC class I binding affinity with 185,985 pairs from IEDB/IMGT. Regression. Given a peptide amino acid sequence and an MHC pseudo amino acid sequence, predict their binding affinity value. This is MHC class I binding data. (1) The peptide sequence is VHTQKKDLY. The MHC is HLA-B27:05 with pseudo-sequence HLA-B27:05. The binding affinity (normalized) is 0.0847. (2) The peptide sequence is FLEQGGFKA. The MHC is HLA-B27:05 with pseudo-sequence HLA-B27:05. The binding affinity (normalized) is 0.0847.